From a dataset of Full USPTO retrosynthesis dataset with 1.9M reactions from patents (1976-2016). Predict the reactants needed to synthesize the given product. (1) The reactants are: [NH2:1][C:2]1[N:7]=[C:6](Cl)[N:5]=[C:4]([NH:9][C@@H:10]2[CH2:15][CH2:14][C@H:13]([C:16]([OH:18])=[O:17])[CH2:12][CH2:11]2)[N:3]=1.[CH3:19][C:20]#[N:21].O. Given the product [NH2:1][C:2]1[N:7]=[C:6]([N:21]2[CH2:12][CH2:11][CH2:10][CH2:15][CH2:19][CH2:20]2)[N:5]=[C:4]([NH:9][C@@H:10]2[CH2:15][CH2:14][C@H:13]([C:16]([OH:18])=[O:17])[CH2:12][CH2:11]2)[N:3]=1, predict the reactants needed to synthesize it. (2) Given the product [C:34]([O:33][C:31]([N:7]1[CH2:8][CH2:9][N:10]([C:11]([C:13]2[CH:17]=[C:16]([CH3:18])[N:15]([C:19]3[CH:20]=[CH:21][CH:22]=[CH:23][CH:24]=3)[C:14]=2[C:25]2[CH:26]=[CH:27][CH:28]=[CH:29][CH:30]=2)=[O:12])[CH:5]([CH2:4][C:3]([OH:38])=[O:2])[CH2:6]1)=[O:32])([CH3:37])([CH3:35])[CH3:36], predict the reactants needed to synthesize it. The reactants are: C[O:2][C:3](=[O:38])[CH2:4][CH:5]1[N:10]([C:11]([C:13]2[CH:17]=[C:16]([CH3:18])[N:15]([C:19]3[CH:24]=[CH:23][CH:22]=[CH:21][CH:20]=3)[C:14]=2[C:25]2[CH:30]=[CH:29][CH:28]=[CH:27][CH:26]=2)=[O:12])[CH2:9][CH2:8][N:7]([C:31]([O:33][C:34]([CH3:37])([CH3:36])[CH3:35])=[O:32])[CH2:6]1.[OH-].[Li+].O.Cl. (3) Given the product [Cl:1][C:2]1[CH:7]=[CH:6][C:5]([C:14]2[C:23]3[C:18](=[CH:19][C:20]([S:24]([O:27][C:28]4[C:29]([F:38])=[C:30]([F:37])[C:31]([F:36])=[C:32]([F:35])[C:33]=4[F:34])(=[O:26])=[O:25])=[CH:21][CH:22]=3)[CH:17]=[CH:16][N:15]=2)=[C:4]([O:11][CH3:12])[CH:3]=1, predict the reactants needed to synthesize it. The reactants are: [Cl:1][C:2]1[CH:7]=[CH:6][C:5](B(O)O)=[C:4]([O:11][CH3:12])[CH:3]=1.Cl[C:14]1[C:23]2[C:18](=[CH:19][C:20]([S:24]([O:27][C:28]3[C:33]([F:34])=[C:32]([F:35])[C:31]([F:36])=[C:30]([F:37])[C:29]=3[F:38])(=[O:26])=[O:25])=[CH:21][CH:22]=2)[CH:17]=[CH:16][N:15]=1.P([O-])([O-])([O-])=O.[K+].[K+].[K+]. (4) Given the product [Br:1][C:15]1[C:16]([O:20][CH3:21])=[CH:17][C:18]([NH2:19])=[C:13]([Cl:12])[CH:14]=1, predict the reactants needed to synthesize it. The reactants are: [Br:1]N1C(C)(C)C(=O)N(Br)C1=O.[Cl:12][C:13]1[C:18]([NH2:19])=[CH:17][C:16]([O:20][CH3:21])=[CH:15][CH:14]=1.C(=O)([O-])[O-].[K+].[K+].